Dataset: B-cell epitopes from IEDB database with 3,159 antigens for binding position prediction. Task: Token-level Classification. Given an antigen amino acid sequence, predict which amino acid positions are active epitope sites capable of antibody binding. Output is a list of indices for active positions. (1) Given the antigen sequence: MKLLGNSKYIFVVLLLCISVFLNGQETLDEIKYSEEVCTEQIDIHILLDGSGSIGYSNWKAHVIPMLNTLVDNLNISNDEINVSLTLFSTNSRELIKLKGYGSTSKDSLRFILAHLQNNYSPNGNTNLTSALLVVDTLINERMYRPDAIQLAIILTDGIPNDLPRSTAVVHQLKRKHVNVAIIGVGAGVNNEYNRILVGCDRYAPCPYYSSGSWNEAQNMIKPFLTKVCQEVERIAHCGKWEEWSECSTTCDEGRKIRRRQILHPGCVSEMTTPCKVRDCPQIPIPPVIPNKIPEKPSNPEEPVNPNDPNDPNNPNNPNNPNNPNNPNNPNNPNNPNNPNNPNNPNNPNNPNNPNNPNNPNNPNNPNNPNNPNNPNNPNNPNDPSNPNNPNPKKRNPKRRNPNKPKPNKPNPNKPNPNEPSNPNKPNPNEPSNPNKPNPNEPSNPNKPNPNEPSNPNKPNPNEPLNPNEPSNPNEPSNPNAPSNPNEPSNPNEPSNPNEP..., which amino acid positions are active epitope sites? The epitope positions are: [483, 484, 485, 486, 487, 488, 489, 490, 491, 492, 493, 494, 495, 496, 497, 498, 499, 500]. The amino acids at these positions are: NPNEPSNPNEPSNPNEPS. (2) The epitope positions are: [715, 716, 717, 718, 719, 720, 721, 722, 723, 724, 725, 726, 727, 728, 729]. The amino acids at these positions are: LQYMFVPPGAPKPDS. Given the antigen sequence: MGSQVSTQRSGSHENSNSATEGSTINYTTINYYKDSYAATAGKQSLKQDPDKFANPVKDIFTEMAAPLKSPSAEACGYSDRVAQLTIGNSTITTQEAANIIVGYGEWPSYCSDSDATAVDKPTRPDVSVNRFYTLDTKLWEKSSKGWYWKFPDVLTETGVFGQNAQFHYLYRSGFCIHVQCNASKFHQGALLVAVLPEYVIGTVAGGTGMEDTHPPYKQTQPGADGFELQHPYVLDAGIPISQLTVCPHQWINLRTNNCATIIVPYINALPFDSALNHCNFGLLVVPISPLDYDQGATPVIPITITLAPMCSEFAGLRQAVTQGFPTELKPGTNQFLTTDDGVSAPILPNFHPTPCIHIPGEVRNLLELCQVETILEVNNVPTNATSLMERLRFPVSAQAGKGELCAVFRADPGRNGPWQSTLLGQLCGYYTQWSGSLEVTFMFTGSFMATGKMLIAYTPPGGPLPKDRATAMLGTHVIWDFGLQSSVTLVIPWISNTHY..., which amino acid positions are active epitope sites? (3) Given the antigen sequence: MKKMLLIFSFFLIFLNGFPVSAREVDREKLKDFVNMDLEFVNYKGPYDSTNTYEQIVGIGEFLARPLTNSNSNSSYYGKYFINRFIDDQDKKASVDVFSIGSKSELDSILNLRRILTGYLIKSFDYDRSSAELIAKVITIYNAVYRGDLDYYKGFYIEAALKSLSKENAGLSRVYSQWAGKTQIFIPLKKDILSGNIESDIDIDSLVTDKVVAALLSENEAGVNFARDITDIQGETHKADQDKIDIELDNIHESDSNITETIENLRDQLEKATDEEHKKEIESQVDAKKKQKEELDKKAINLDKAQQKLDSAEDNLDVQRNTVREKIQEDINEINKEKNLPKPGDVSSPKVDKQLQIKESLEDLQEQLKETGDENQKREIEKQIEIKKSDEKLLKSKDDKASKDGKALDLDRELNSKASSKEKSKAKEEEITKGKSQKSLGDLNNDENLMMPEDQKLPEVKKLDSKKEFKPVSEVEKLDKIFKSNNNVGELSPLDKSSYK..., which amino acid positions are active epitope sites? The epitope positions are: [430, 431, 432, 433, 434, 435, 436, 437, 438, 439, 440, 441]. The amino acids at these positions are: ITKGKSQKSLGD. (4) The epitope positions are: [735, 736, 737, 738, 739, 740, 741, 742, 743, 744, 745, 746, 747, 748, 749]. The amino acids at these positions are: LEEKCENIQKPLSSV. Given the antigen sequence: MASQPNSSAKKKEEKGKNIQVVVRCRPFNLAERKASAHSIVECDPVRKEVSVRTGGLADKSSRKTYTFDMVFGASTKQIDVYRSVVCPILDEVIMGYNCTIFAYGQTGTGKTFTMEGERSPNEEYTWEEDPLAGIIPRTLHQIFEKLTDNGTEFSVKVSLLEIYNEELFDLLNPSSDVSERLQMFDDPRNKRGVIIKGLEEITVHNKDEVYQILEKGAAKRTTAATLMNAYSSRSHSVFSVTIHMKETTIDGEELVKIGKLNLVDLAGSENIGRSGAVDKRAREAGNINQSLLTLGRVITALVERTPHVPYRESKLTRILQDSLGGRTRTSIIATISPASLNLEETLSTLEYAHRAKNILNKPEVNQKLTKKALIKEYTEEIERLKRDLAAAREKNGVYISEENFRVMSGKLTVQEEQIVELIEKIGAVEEELNRVTELFMDNKNELDQCKSDLQNKTQELETTQKHLQETKLQLVKEEYITSALESTEEKLHDAASKLL..., which amino acid positions are active epitope sites?